From a dataset of Forward reaction prediction with 1.9M reactions from USPTO patents (1976-2016). Predict the product of the given reaction. (1) Given the reactants CC(OI1(OC(C)=O)(OC(C)=O)OC(=O)C2C=CC=CC1=2)=O.[CH3:23][O:24][C:25]1[CH:26]=[C:27]([C:37]#[C:38][CH2:39][CH2:40][CH2:41][CH2:42][OH:43])[CH:28]=[CH:29][C:30]=1[N:31]1[CH:35]=[N:34][C:33]([CH3:36])=[N:32]1.C(=O)([O-])O.[Na+].S([O-])([O-])(=O)=S.[Na+].[Na+], predict the reaction product. The product is: [CH3:23][O:24][C:25]1[CH:26]=[C:27]([C:37]#[C:38][CH2:39][CH2:40][CH2:41][CH:42]=[O:43])[CH:28]=[CH:29][C:30]=1[N:31]1[CH:35]=[N:34][C:33]([CH3:36])=[N:32]1. (2) Given the reactants [CH3:1][O:2][C:3]1[CH:4]=[C:5]2[C:10](=[CH:11][C:12]=1[O:13][CH3:14])[N:9]=[CH:8][CH:7]=[C:6]2[O:15][C:16]1[CH:22]=[CH:21][C:19]([NH2:20])=[CH:18][CH:17]=1.C(N(CC)CC)C.ClC(Cl)(O[C:34](=[O:40])OC(Cl)(Cl)Cl)Cl.[CH2:42]([N:44]([C:48]1[CH:53]=[CH:52][CH:51]=[C:50]([CH3:54])[CH:49]=1)[CH2:45][CH2:46][NH2:47])[CH3:43], predict the reaction product. The product is: [CH3:1][O:2][C:3]1[CH:4]=[C:5]2[C:10](=[CH:11][C:12]=1[O:13][CH3:14])[N:9]=[CH:8][CH:7]=[C:6]2[O:15][C:16]1[CH:22]=[CH:21][C:19]([NH:20][C:34]([NH:47][CH2:46][CH2:45][N:44]([CH2:42][CH3:43])[C:48]2[CH:53]=[CH:52][CH:51]=[C:50]([CH3:54])[CH:49]=2)=[O:40])=[CH:18][CH:17]=1. (3) The product is: [C:45]([NH:1][C:2]1[C:11]([F:12])=[C:10]([N:37]2[CH2:38][C@H:34]([C:31]3([NH:30][C:28]([O:27][C:23]([CH3:26])([CH3:24])[CH3:25])=[O:29])[CH2:32][CH2:33]3)[C@H:35]([F:39])[CH2:36]2)[C:9]([CH3:14])=[C:8]2[C:3]=1[C:4](=[O:22])[C:5]([C:19]([OH:21])=[O:20])=[CH:6][N:7]2[C@@H:15]1[CH2:17][C@@H:16]1[F:18])(=[O:49])[CH3:46]. Given the reactants [NH2:1][C:2]1[C:11]([F:12])=[C:10](F)[C:9]([CH3:14])=[C:8]2[C:3]=1[C:4](=[O:22])[C:5]([C:19]([OH:21])=[O:20])=[CH:6][N:7]2[C@@H:15]1[CH2:17][C@@H:16]1[F:18].[C:23]([O:27][C:28]([NH:30][C:31]1([C@H:34]2[CH2:38][NH:37][CH2:36][C@H:35]2[F:39])[CH2:33][CH2:32]1)=[O:29])([CH3:26])([CH3:25])[CH3:24].CN1[CH2:46][CH2:45]CCC1.CS(C)=[O:49], predict the reaction product. (4) Given the reactants [CH2:1]([O:3][C:4]([C@@H:6]1[CH2:15][C@@H:14]2[C@@H:9]([CH2:10][CH2:11][C@H:12]([CH2:16][N:17]3[C:21]([CH3:22])=[C:20]([C:23]([O:25][CH2:26][CH3:27])=[O:24])[N:19]=[CH:18]3)[CH2:13]2)[CH2:8][NH:7]1)=[O:5])[CH3:2].[ClH:28], predict the reaction product. The product is: [ClH:28].[ClH:28].[CH2:1]([O:3][C:4]([C@@H:6]1[CH2:15][C@@H:14]2[C@@H:9]([CH2:10][CH2:11][C@H:12]([CH2:16][N:17]3[C:21]([CH3:22])=[C:20]([C:23]([O:25][CH2:26][CH3:27])=[O:24])[N:19]=[CH:18]3)[CH2:13]2)[CH2:8][NH:7]1)=[O:5])[CH3:2]. (5) Given the reactants Br[C:2]1[CH:7]=[C:6]([CH:8]2[N:12]([C:13]3[CH:18]=[CH:17][C:16]([F:19])=[CH:15][C:14]=3[F:20])[N:11]=[C:10]([C:21]([F:27])([F:26])[C:22]([F:25])([F:24])[F:23])[CH2:9]2)[CH:5]=[CH:4][N:3]=1.[C:28]([N:35]1[CH2:40][CH2:39][NH:38][CH2:37][CH2:36]1)([O:30][C:31]([CH3:34])([CH3:33])[CH3:32])=[O:29].C1C=CC(P(C2C(C3C(P(C4C=CC=CC=4)C4C=CC=CC=4)=CC=C4C=3C=CC=C4)=C3C(C=CC=C3)=CC=2)C2C=CC=CC=2)=CC=1.CC(C)([O-])C.[Na+], predict the reaction product. The product is: [C:28]([N:35]1[CH2:36][CH2:37][N:38]([C:2]2[CH:7]=[C:6]([CH:8]3[N:12]([C:13]4[CH:18]=[CH:17][C:16]([F:19])=[CH:15][C:14]=4[F:20])[N:11]=[C:10]([C:21]([F:27])([F:26])[C:22]([F:25])([F:23])[F:24])[CH2:9]3)[CH:5]=[CH:4][N:3]=2)[CH2:39][CH2:40]1)([O:30][C:31]([CH3:34])([CH3:33])[CH3:32])=[O:29]. (6) Given the reactants [Br:1][C:2]1[CH:3]=[C:4]([NH:23]CC2C=CC=CN=2)[CH:5]=[C:6]2[C:11]=1[N:10]=[CH:9][C:8]([C:12]#[N:13])=[C:7]2[NH:14][C:15]1[CH:20]=[CH:19][C:18]([F:21])=[C:17]([Cl:22])[CH:16]=1.[F:31][C:32]([F:41])([F:40])[C:33]1[N:34]=[CH:35][NH:36][C:37]=1[CH:38]=O.[BH3-]C#N.[Na+].NC1C=C2C(=CC=1)N=CC=C2, predict the reaction product. The product is: [Br:1][C:2]1[CH:3]=[C:4]([NH:23][CH2:38][C:37]2[NH:36][CH:35]=[N:34][C:33]=2[C:32]([F:41])([F:40])[F:31])[CH:5]=[C:6]2[C:11]=1[N:10]=[CH:9][C:8]([C:12]#[N:13])=[C:7]2[NH:14][C:15]1[CH:20]=[CH:19][C:18]([F:21])=[C:17]([Cl:22])[CH:16]=1.